From a dataset of Forward reaction prediction with 1.9M reactions from USPTO patents (1976-2016). Predict the product of the given reaction. Given the reactants CS(C)=O.Br[CH:6]1[C:15]2[C:10](=[CH:11][C:12]([Cl:16])=[CH:13][N:14]=2)[N:9]([CH:17]2[CH2:22][CH2:21][N:20]([C:23]([O:25][C:26]([CH3:29])([CH3:28])[CH3:27])=[O:24])[CH2:19][CH2:18]2)[C:8](=[O:30])[C:7]1([CH3:32])[CH3:31].C(=O)([O-])[OH:34].[Na+], predict the reaction product. The product is: [Cl:16][C:12]1[CH:11]=[C:10]2[C:15]([C:6](=[O:34])[C:7]([CH3:32])([CH3:31])[C:8](=[O:30])[N:9]2[CH:17]2[CH2:22][CH2:21][N:20]([C:23]([O:25][C:26]([CH3:29])([CH3:28])[CH3:27])=[O:24])[CH2:19][CH2:18]2)=[N:14][CH:13]=1.